From a dataset of Reaction yield outcomes from USPTO patents with 853,638 reactions. Predict the reaction yield, written as a fraction of the theoretical maximum amount of product (1.0 means a 100% yield; for example, 0.34 means a 34% yield). (1) The reactants are [F-].[CH3:2][N+:3]([CH3:6])([CH3:5])[CH3:4].S(OC)(OC)=O.[CH2:13]([O:15][S:16]([O-:18])=[O:17])[CH3:14].C([N+](CCCC)(CCCC)CCCC)CCC. No catalyst specified. The product is [CH2:13]([O:15][S:16]([O-:18])=[O:17])[CH3:14].[CH3:2][N+:3]([CH3:6])([CH3:5])[CH3:4]. The yield is 0.963. (2) The reactants are [F:1][C:2]1[C:7]2[N:8]=[N:9][S:10][C:6]=2[CH:5]=[C:4]([C:11]([O:13]C)=[O:12])[C:3]=1[NH:15][C:16]1[CH:21]=[CH:20][C:19]([I:22])=[CH:18][C:17]=1[F:23].[Li+].[OH-].Cl. The catalyst is C1COCC1.CO. The product is [F:1][C:2]1[C:7]2[N:8]=[N:9][S:10][C:6]=2[CH:5]=[C:4]([C:11]([OH:13])=[O:12])[C:3]=1[NH:15][C:16]1[CH:21]=[CH:20][C:19]([I:22])=[CH:18][C:17]=1[F:23]. The yield is 0.940.